This data is from Peptide-MHC class II binding affinity with 134,281 pairs from IEDB. The task is: Regression. Given a peptide amino acid sequence and an MHC pseudo amino acid sequence, predict their binding affinity value. This is MHC class II binding data. The peptide sequence is KHTDACCRTHDMCPDVMS. The MHC is DRB1_0401 with pseudo-sequence DRB1_0401. The binding affinity (normalized) is 0.